The task is: Predict the reaction yield, written as a fraction of the theoretical maximum amount of product (1.0 means a 100% yield; for example, 0.34 means a 34% yield).. This data is from Reaction yield outcomes from USPTO patents with 853,638 reactions. The reactants are F[C:2]1[CH:3]=[C:4]([C:11]2[CH:16]=[CH:15][C:14]([C:17]([F:20])([F:19])[F:18])=[CH:13][CH:12]=2)[CH:5]=[CH:6][C:7]=1[N+:8]([O-:10])=[O:9].[SH:21][CH2:22][CH2:23][C:24]([O:26][CH3:27])=[O:25].C(=O)([O-])[O-].[K+].[K+]. The catalyst is CN(C)C=O.O. The product is [N+:8]([C:7]1[CH:6]=[CH:5][C:4]([C:11]2[CH:16]=[CH:15][C:14]([C:17]([F:20])([F:19])[F:18])=[CH:13][CH:12]=2)=[CH:3][C:2]=1[S:21][CH2:22][CH2:23][C:24]([O:26][CH3:27])=[O:25])([O-:10])=[O:9]. The yield is 0.940.